From a dataset of Experimentally validated miRNA-target interactions with 360,000+ pairs, plus equal number of negative samples. Binary Classification. Given a miRNA mature sequence and a target amino acid sequence, predict their likelihood of interaction. (1) The miRNA is mmu-miR-7648-5p with sequence CCGCGUUCCGGGCUCGGCGC. The protein sequence of the target gene is MSYPMHWGEWILNFRVPPAGVFGVAFLARVALVFYGVFQDRTLLVRYTDIDYHVFTDAARFVTEGRSPYLRATYRYTPLLSWLLTPNVYLSELFGKFLFISCDLLTAFLLYRLLLLKGLGRRQACGYCVFWLLNPLPMAVSSRGNADSIVASLVLSTLYFIEKRLIACAAVFYGFAVHMKMYPVTYILPIALHLRPERDDDERLRQARFSFQARLYDFLRRLCSWAVLLFVAVAGLTFVALSFGFYYKYGWEFLEHTYFYHLTRRDIRHNFSPYFYMLYLTAESKWSFTLGIAAFLPQFI.... Result: 0 (no interaction). (2) The miRNA is hsa-miR-300 with sequence UAUACAAGGGCAGACUCUCUCU. The protein sequence of the target gene is MASAPWPERVPRLLAPRLPSYPPPPPTVGLRSMEQEETYLELYLDQCAAQDGLAPPRSPLFSPVVPYDMYILNASNPDTAFNSNPEVKETSGDFSSVDLSFLPDEVTQENKDQPVISKHETEENSESQSPQSRLPSPSEQDVGLGLNSSSLSNSHSQLHPGDTDSVQPSPEKPNSDSLSLASITPMTPMTPISECCGIVPQLQNIVSTVNLACKLDLKKIALHAKNAEYNPKRFAAVIMRIREPRTTALIFSSGKMVCTGAKSEEQSRLAARKYARVVQKLGFPARFLDFKIQNMVGSCD.... Result: 0 (no interaction). (3) The miRNA is hsa-miR-6825-5p with sequence UGGGGAGGUGUGGAGUCAGCAU. The protein sequence of the target gene is MELYETSPYFYQEPRFYDGENYLPVHLQGFEPPGYERTELTLSPEAPGPLEDKGLGTPEHCPGQCLPWACKVCKRKSVSVDRRRAATLREKRRLKKVNEAFEALKRSTLLNPNQRLPKVEILRSAIQYIERLQALLSSLNQEERDLRYRGGGGPQPGVPSECSSHSASCSPEWGSALEFSANPGDHLLTADPTDAHNLHSLTSIVDSITVEDVSVAFPDETMPN. Result: 0 (no interaction). (4) The miRNA is hsa-miR-4464 with sequence AAGGUUUGGAUAGAUGCAAUA. The protein sequence of the target gene is MTESTAAVTTSGHSLTTTFHIPSSQHYQEEHSPSLSGSDSLLQITTPVVASTVGNPNQHSATMSTPAIHVSTYHTAPTEVSAAFEEQPVSPHIGGMPSPIQHDFPALVMILIILGVMAGIIGTILLISYCISRMTKKSSVDIQSPEGGDNSVPLSSIEQTPNEESSNV. Result: 0 (no interaction). (5) The miRNA is hsa-miR-675-5p with sequence UGGUGCGGAGAGGGCCCACAGUG. The protein sequence of the target gene is MGVRNCLYGNNMSGQRDIPPEIGEQPEQPPLEAPGAAAPGAGPSPAEEMETEPPHNEPIPVENDGEACGPPEVSRPNFQVLNPAFREAGAHGSYSPPPEEAMPFEAEQPSLGGFWPTLEQPGFPSGVHAGLEAFGPALMEPGAFSGARPGLGGYSPPPEEAMPFEFDQPAQRGCSQLLLQVPDLAPGGPGAAGVPGAPPEEPQALRPAKAGSRGGYSPPPEETMPFELDGEGFGDDSPPPGLSRVIAQVDGSSQFAAVAASSAVRLTPAANAPPLWVPGAIGSPSQEAVRPPSNFTGSSP.... Result: 0 (no interaction).